This data is from TCR-epitope binding with 47,182 pairs between 192 epitopes and 23,139 TCRs. The task is: Binary Classification. Given a T-cell receptor sequence (or CDR3 region) and an epitope sequence, predict whether binding occurs between them. (1) The epitope is AVFDRKSDAK. The TCR CDR3 sequence is CSVARAGGRRETQYF. Result: 0 (the TCR does not bind to the epitope). (2) Result: 1 (the TCR binds to the epitope). The TCR CDR3 sequence is CASSLWPSRQETQYF. The epitope is KLGGALQAK.